The task is: Predict the reactants needed to synthesize the given product.. This data is from Full USPTO retrosynthesis dataset with 1.9M reactions from patents (1976-2016). (1) Given the product [CH3:28][C:26]1[CH:25]=[CH:24][CH:23]=[C:22]2[C:27]=1[CH:19]([CH2:18][CH2:17][N:4]1[CH2:5][CH2:6][N:1]([C:7]3[CH:8]=[C:9]4[C:13](=[CH:14][CH:15]=3)[NH:12][CH:11]=[CH:10]4)[CH2:2][CH2:3]1)[CH2:20][NH:21]2, predict the reactants needed to synthesize it. The reactants are: [N:1]1([C:7]2[CH:8]=[C:9]3[C:13](=[CH:14][CH:15]=2)[NH:12][CH:11]=[CH:10]3)[CH2:6][CH2:5][NH:4][CH2:3][CH2:2]1.Br[CH2:17][CH2:18][CH:19]1[C:27]2[C:22](=[CH:23][CH:24]=[CH:25][C:26]=2[CH3:28])[N:21](C(=O)C)[CH2:20]1. (2) Given the product [C:24]([O:23][C:21](=[O:22])[CH2:20][N:4]1[C:5]2[C:10](=[CH:9][C:8]([C:11]#[N:12])=[CH:7][CH:6]=2)[C:2]([CH3:1])=[C:3]1[C:13]1[CH:14]=[N:15][CH:16]=[CH:17][CH:18]=1)([CH3:27])([CH3:26])[CH3:25], predict the reactants needed to synthesize it. The reactants are: [CH3:1][C:2]1[C:10]2[C:5](=[CH:6][CH:7]=[C:8]([C:11]#[N:12])[CH:9]=2)[NH:4][C:3]=1[C:13]1[CH:14]=[N:15][CH:16]=[CH:17][CH:18]=1.Br[CH2:20][C:21]([O:23][C:24]([CH3:27])([CH3:26])[CH3:25])=[O:22]. (3) Given the product [C:11]1([C:5]2[CH:4]=[CH:11][CH:9]=[CH:11][CH:9]=2)[CH:9]=[CH:4][CH:5]=[CH:5][CH:4]=1, predict the reactants needed to synthesize it. The reactants are: N1[CH:5]=[CH:4]N=C1.B([O-])[O-].[C:9](O)([C:11](F)(F)F)=O.O. (4) The reactants are: [C:1]([Si:5]([O:8][C:9]1[CH:14]=[CH:13][CH:12]=[CH:11][C:10]=1[CH2:15][CH2:16][O:17][Si](C(C)(C)C)(C)C)([CH3:7])[CH3:6])([CH3:4])([CH3:3])[CH3:2].CC1C=CC(S([O-])(=O)=O)=CC=1.C1C=C[NH+]=CC=1. Given the product [Si:5]([O:8][C:9]1[CH:14]=[CH:13][CH:12]=[CH:11][C:10]=1[CH2:15][CH2:16][OH:17])([C:1]([CH3:4])([CH3:3])[CH3:2])([CH3:7])[CH3:6], predict the reactants needed to synthesize it. (5) Given the product [NH2:4][C:5]1[N:6]=[C:7]2[C:12](=[CH:13][CH:14]=1)[N:11]=[CH:10][C:9]([C:15]#[N:16])=[C:8]2[NH:22][C:21]1[CH:23]=[CH:24][CH:25]=[C:19]([Br:18])[CH:20]=1, predict the reactants needed to synthesize it. The reactants are: C([NH:4][C:5]1[N:6]=[C:7]2[C:12](=[CH:13][CH:14]=1)[N:11]=[CH:10][C:9]([C:15]#[N:16])=[C:8]2Cl)(=O)C.[Br:18][C:19]1[CH:20]=[C:21]([CH:23]=[CH:24][CH:25]=1)[NH2:22].Cl.N1C=CC=CC=1. (6) Given the product [CH3:1][O:2][C:3]1[CH:12]=[CH:11][C:10]2[C:5](=[CH:6][CH:7]=[C:8]([C:13]3[CH:18]=[CH:17][CH:16]=[C:15]([O:19][CH3:20])[CH:14]=3)[CH:9]=2)[C:4]=1[C:21]([NH:24][C:25]1[S:26][C:27]([CH3:30])=[N:28][N:29]=1)=[O:23], predict the reactants needed to synthesize it. The reactants are: [CH3:1][O:2][C:3]1[CH:12]=[CH:11][C:10]2[C:5](=[CH:6][CH:7]=[C:8]([C:13]3[CH:18]=[CH:17][CH:16]=[C:15]([O:19][CH3:20])[CH:14]=3)[CH:9]=2)[C:4]=1[C:21]([OH:23])=O.[NH2:24][C:25]1[S:26][C:27]([CH3:30])=[N:28][N:29]=1.